From a dataset of Full USPTO retrosynthesis dataset with 1.9M reactions from patents (1976-2016). Predict the reactants needed to synthesize the given product. (1) Given the product [CH3:10][CH:9]([C:12]1[CH:18]=[CH:17][C:15]([NH:16][C:1](=[O:7])[CH2:2][C:3](=[O:4])[CH3:5])=[CH:14][CH:13]=1)[CH3:11], predict the reactants needed to synthesize it. The reactants are: [C:1]([O:7]C)(=O)[CH2:2][C:3]([CH3:5])=[O:4].[CH:9]([C:12]1[CH:18]=[CH:17][C:15]([NH2:16])=[CH:14][CH:13]=1)([CH3:11])[CH3:10]. (2) Given the product [CH2:11]([O:18][C:19]1[C:20](=[O:22])[N:34]2[CH2:35][CH2:36][N:32]([CH2:28][CH2:29][CH2:30][CH3:31])[C:33]2=[N:37][C:2]=1[C:1]([O:8][CH2:9][CH3:10])=[O:7])[C:12]1[CH:13]=[CH:14][CH:15]=[CH:16][CH:17]=1, predict the reactants needed to synthesize it. The reactants are: [C:1]([O:8][CH2:9][CH3:10])(=[O:7])[C:2](OCC)=O.[CH2:11]([O:18][CH2:19][C:20]([O:22]CC)=O)[C:12]1[CH:17]=[CH:16][CH:15]=[CH:14][CH:13]=1.[H-].[Na+].Br.[CH2:28]([N:32]1[CH2:36][CH2:35][N:34]=[C:33]1[NH2:37])[CH2:29][CH2:30][CH3:31]. (3) Given the product [O:1]1[C:6]2([CH2:11][CH2:10][C:9](=[O:12])[CH2:8][CH2:7]2)[O:5][CH2:4][CH2:3][CH2:2]1, predict the reactants needed to synthesize it. The reactants are: [O:1]1[C:6]2([CH:11]=[CH:10][C:9](=[O:12])[CH:8]=[CH:7]2)[O:5][CH2:4][CH2:3][CH2:2]1.C(N(CC)CC)C.[H][H]. (4) The reactants are: Cl.[Br:2][C:3]1[CH:10]=[CH:9][C:6]([CH2:7][NH2:8])=[CH:5][CH:4]=1.Cl.[CH:12]1([C:18](=[NH:22])OCC)[CH2:17][CH2:16][CH2:15][CH2:14][CH2:13]1.C(N(CC)C(C)C)(C)C.[C:32](OCC)(=[O:39])[CH2:33][C:34](OCC)=[O:35].C[O-].[Na+].Cl. Given the product [Br:2][C:3]1[CH:10]=[CH:9][C:6]([CH2:7][N:8]2[C:34](=[O:35])[CH:33]=[C:32]([OH:39])[N:22]=[C:18]2[CH:12]2[CH2:13][CH2:14][CH2:15][CH2:16][CH2:17]2)=[CH:5][CH:4]=1, predict the reactants needed to synthesize it. (5) The reactants are: Br[CH2:2][C:3]1[CH:8]=[CH:7][C:6]([N+:9]([O-:11])=[O:10])=[C:5]([F:12])[CH:4]=1.[P:13]([O:20]CC)([O:17][CH2:18][CH3:19])[O:14][CH2:15][CH3:16]. Given the product [F:12][C:5]1[CH:4]=[C:3]([CH:8]=[CH:7][C:6]=1[N+:9]([O-:11])=[O:10])[CH2:2][P:13](=[O:20])([O:17][CH2:18][CH3:19])[O:14][CH2:15][CH3:16], predict the reactants needed to synthesize it. (6) Given the product [CH3:1][O:2][C:3](=[O:42])[CH2:4][C@H:5]1[C:9]2[CH:10]=[CH:11][C:12]([O:14][C@H:15]3[C:23]4[C:18](=[C:19]([O:25][C:26]5[CH:31]=[CH:30][C:29]([OH:32])=[C:28]([C:40]#[N:41])[CH:27]=5)[CH:20]=[CH:21][C:22]=4[F:24])[CH2:17][CH2:16]3)=[CH:13][C:8]=2[O:7][CH2:6]1, predict the reactants needed to synthesize it. The reactants are: [CH3:1][O:2][C:3](=[O:42])[CH2:4][C@H:5]1[C:9]2[CH:10]=[CH:11][C:12]([O:14][C@H:15]3[C:23]4[C:18](=[C:19]([O:25][C:26]5[CH:31]=[CH:30][C:29]([O:32][Si](C(C)(C)C)(C)C)=[C:28]([C:40]#[N:41])[CH:27]=5)[CH:20]=[CH:21][C:22]=4[F:24])[CH2:17][CH2:16]3)=[CH:13][C:8]=2[O:7][CH2:6]1.[F-].C([N+](CCCC)(CCCC)CCCC)CCC.